Dataset: Merck oncology drug combination screen with 23,052 pairs across 39 cell lines. Task: Regression. Given two drug SMILES strings and cell line genomic features, predict the synergy score measuring deviation from expected non-interaction effect. Drug 1: O=P1(N(CCCl)CCCl)NCCCO1. Drug 2: N#Cc1ccc(Cn2cncc2CN2CCN(c3cccc(Cl)c3)C(=O)C2)cc1. Cell line: HT144. Synergy scores: synergy=-0.365.